From a dataset of Acute oral toxicity (LD50) regression data from Zhu et al.. Regression/Classification. Given a drug SMILES string, predict its toxicity properties. Task type varies by dataset: regression for continuous values (e.g., LD50, hERG inhibition percentage) or binary classification for toxic/non-toxic outcomes (e.g., AMES mutagenicity, cardiotoxicity, hepatotoxicity). Dataset: ld50_zhu. (1) The compound is OCCOCCOCCN1CCN(C(c2ccccc2)c2ccc(Cl)cc2)CC1. The rat oral LD50 is 2.66, given as -log10 of the dose in mol/kg body weight (higher means more acutely toxic). (2) The compound is CCCOc1ccc(Cl)cc1C(CN(C)C)C(C)CC. The rat oral LD50 is 2.73, given as -log10 of the dose in mol/kg body weight (higher means more acutely toxic). (3) The drug is CN(SC(Cl)(Cl)Cl)C(=O)Oc1cccc2c1OC(C)(C)C2. The rat oral LD50 is 3.47, given as -log10 of the dose in mol/kg body weight (higher means more acutely toxic). (4) The molecule is O=C(O)CN(CC(=O)O)CC(=O)O. The rat oral LD50 is 2.24, given as -log10 of the dose in mol/kg body weight (higher means more acutely toxic). (5) The drug is Cc1cccc(N2CCN(CC=Cc3ccc4c(c3)CCC(=O)N4)CC2)c1. The rat oral LD50 is 2.86, given as -log10 of the dose in mol/kg body weight (higher means more acutely toxic). (6) The drug is FC(F)(F)c1ccc(Cl)c(Cl)c1. The rat oral LD50 is 1.87, given as -log10 of the dose in mol/kg body weight (higher means more acutely toxic). (7) The compound is CC1COC(=O)O1. The rat oral LD50 is 0.547, given as -log10 of the dose in mol/kg body weight (higher means more acutely toxic). (8) The drug is CC(C)Oc1cccc(C2CC(=O)NC2=O)c1. The rat oral LD50 is 1.99, given as -log10 of the dose in mol/kg body weight (higher means more acutely toxic). (9) The compound is C=C(C)C1CC=C(C)C(O)C1. The rat oral LD50 is 1.71, given as -log10 of the dose in mol/kg body weight (higher means more acutely toxic). (10) The compound is CC(=O)CNC(C)(C)Cc1ccccc1. The rat oral LD50 is 2.96, given as -log10 of the dose in mol/kg body weight (higher means more acutely toxic).